Dataset: Full USPTO retrosynthesis dataset with 1.9M reactions from patents (1976-2016). Task: Predict the reactants needed to synthesize the given product. Given the product [Cl:23][C:24]1[S:28][C:27](/[CH:29]=[C:30](/[S:32]([N:5]2[CH2:6][CH2:7][N:2]([C:8]([CH:10]3[CH2:15][CH2:14][N:13]([C:16]4[CH:17]=[CH:18][C:19](=[O:22])[NH:20][N:21]=4)[CH2:12][CH2:11]3)=[O:9])[CH2:3][CH2:4]2)(=[O:34])=[O:33])\[CH3:31])=[CH:26][CH:25]=1, predict the reactants needed to synthesize it. The reactants are: Cl.[N:2]1([C:8]([CH:10]2[CH2:15][CH2:14][N:13]([C:16]3[CH:17]=[CH:18][C:19](=[O:22])[NH:20][N:21]=3)[CH2:12][CH2:11]2)=[O:9])[CH2:7][CH2:6][NH:5][CH2:4][CH2:3]1.[Cl:23][C:24]1[S:28][C:27](/[CH:29]=[C:30](/[S:32](Cl)(=[O:34])=[O:33])\[CH3:31])=[CH:26][CH:25]=1.